The task is: Predict which catalyst facilitates the given reaction.. This data is from Catalyst prediction with 721,799 reactions and 888 catalyst types from USPTO. Reactant: [Br:1][CH2:2][CH2:3][CH2:4][O:5][Si:6]([C:9]([CH3:12])([CH3:11])[CH3:10])([CH3:8])[CH3:7].[C:13]1([P:19]([C:26]2[CH:31]=[CH:30][CH:29]=[CH:28][CH:27]=2)[C:20]2[CH:25]=[CH:24][CH:23]=[CH:22][CH:21]=2)[CH:18]=[CH:17][CH:16]=[CH:15][CH:14]=1. Product: [Br-:1].[Si:6]([O:5][CH2:4][CH2:3][CH2:2][P+:19]([C:20]1[CH:21]=[CH:22][CH:23]=[CH:24][CH:25]=1)([C:26]1[CH:31]=[CH:30][CH:29]=[CH:28][CH:27]=1)[C:13]1[CH:14]=[CH:15][CH:16]=[CH:17][CH:18]=1)([C:9]([CH3:12])([CH3:11])[CH3:10])([CH3:8])[CH3:7]. The catalyst class is: 48.